This data is from Full USPTO retrosynthesis dataset with 1.9M reactions from patents (1976-2016). The task is: Predict the reactants needed to synthesize the given product. (1) Given the product [Cl:23][C:7]1[CH:8]=[C:9]2[C:4](=[CH:5][CH:6]=1)[N:3]=[C:2]([N:26]([CH2:27][CH3:28])[CH2:24][CH3:25])[C:11]([C:12]#[N:13])=[C:10]2[C:14]1[CH:19]=[CH:18][CH:17]=[C:16]([CH:20]([CH3:22])[CH3:21])[CH:15]=1, predict the reactants needed to synthesize it. The reactants are: Cl[C:2]1[C:11]([C:12]#[N:13])=[C:10]([C:14]2[CH:19]=[CH:18][CH:17]=[C:16]([CH:20]([CH3:22])[CH3:21])[CH:15]=2)[C:9]2[C:4](=[CH:5][CH:6]=[C:7]([Cl:23])[CH:8]=2)[N:3]=1.[CH2:24]([NH:26][CH2:27][CH3:28])[CH3:25].C(N(CC)CC)C.O. (2) Given the product [Cl:1][C:2]1[CH:10]=[C:9]([C:11]2[N:12]=[N:13][N:14]([CH3:16])[N:15]=2)[CH:8]=[CH:7][C:3]=1[C:4]([Cl:19])=[O:5], predict the reactants needed to synthesize it. The reactants are: [Cl:1][C:2]1[CH:10]=[C:9]([C:11]2[N:12]=[N:13][N:14]([CH3:16])[N:15]=2)[CH:8]=[CH:7][C:3]=1[C:4](O)=[O:5].S(Cl)([Cl:19])=O.CN1CCCC1=O. (3) Given the product [N:1]1[CH:6]=[CH:5][CH:4]=[CH:3][C:2]=1[C:7]1[NH:11][CH:10]=[C:9]([CH:12]=[O:13])[CH:8]=1, predict the reactants needed to synthesize it. The reactants are: [N:1]1[CH:6]=[CH:5][CH:4]=[CH:3][C:2]=1[C:7]1[NH:11][CH:10]=[C:9]([CH2:12][OH:13])[CH:8]=1.C[N+]1([O-])CCOCC1.